Dataset: Serine/threonine kinase 33 screen with 319,792 compounds. Task: Binary Classification. Given a drug SMILES string, predict its activity (active/inactive) in a high-throughput screening assay against a specified biological target. The compound is S(CC(=O)N1CCCc2c1cccc2)c1oc(nn1)CNC(=O)c1cc(OC)c(OC)cc1. The result is 0 (inactive).